Dataset: Full USPTO retrosynthesis dataset with 1.9M reactions from patents (1976-2016). Task: Predict the reactants needed to synthesize the given product. (1) Given the product [I:1][C:12]1[C:11]2[C:15](=[CH:16][C:8]([N+:5]([O-:7])=[O:6])=[CH:9][CH:10]=2)[NH:14][N:13]=1, predict the reactants needed to synthesize it. The reactants are: [I:1]I.[OH-].[K+].[N+:5]([C:8]1[CH:16]=[C:15]2[C:11]([CH:12]=[N:13][NH:14]2)=[CH:10][CH:9]=1)([O-:7])=[O:6].S([O-])([O-])(=O)=S.[Na+].[Na+]. (2) Given the product [CH2:1]([C:8]1[O:12][C:11]([CH2:13][NH2:15])=[CH:10][CH:9]=1)[C:2]1[CH:7]=[CH:6][CH:5]=[CH:4][CH:3]=1, predict the reactants needed to synthesize it. The reactants are: [CH2:1]([C:8]1[O:12][C:11]([CH:13]=O)=[CH:10][CH:9]=1)[C:2]1[CH:7]=[CH:6][CH:5]=[CH:4][CH:3]=1.[NH3:15].CO. (3) Given the product [CH:4]1([N:8]([CH2:20][C@@H:21]2[C@@H:28]3[C@@H:24]([O:25][C:26]([CH3:29])([CH3:30])[O:27]3)[C@H:23]([N:31]3[C:35]4[N:36]=[CH:37][N:38]=[C:39]([NH:40][CH2:41][C:42]5[CH:47]=[CH:46][C:45]([O:48][CH3:49])=[CH:44][C:43]=5[O:50][CH3:51])[C:34]=4[CH:33]=[CH:32]3)[CH2:22]2)[CH:9]2[CH2:10][CH:11]([CH2:13][CH2:14][C:15]([OH:17])=[O:16])[CH2:12]2)[CH2:7][CH2:6][CH2:5]1, predict the reactants needed to synthesize it. The reactants are: O.[OH-].[Li+].[CH:4]1([N:8]([CH2:20][C@@H:21]2[C@@H:28]3[C@@H:24]([O:25][C:26]([CH3:30])([CH3:29])[O:27]3)[C@H:23]([N:31]3[C:35]4[N:36]=[CH:37][N:38]=[C:39]([NH:40][CH2:41][C:42]5[CH:47]=[CH:46][C:45]([O:48][CH3:49])=[CH:44][C:43]=5[O:50][CH3:51])[C:34]=4[CH:33]=[CH:32]3)[CH2:22]2)[CH:9]2[CH2:12][CH:11]([CH2:13][CH2:14][C:15]([O:17]CC)=[O:16])[CH2:10]2)[CH2:7][CH2:6][CH2:5]1.O1CCCC1.CO.Cl. (4) Given the product [Cl:16][C:8]1[C:4]2[C:3](=[C:2]([Cl:1])[CH:7]=[CH:6][CH:5]=2)[CH:10]=[C:11]([OH:13])[N:9]=1, predict the reactants needed to synthesize it. The reactants are: [Cl:1][C:2]1[CH:7]=[CH:6][CH:5]=[C:4]([C:8]#[N:9])[C:3]=1[CH2:10][C:11]([OH:13])=O.O=S(Cl)[Cl:16].